Dataset: Full USPTO retrosynthesis dataset with 1.9M reactions from patents (1976-2016). Task: Predict the reactants needed to synthesize the given product. (1) Given the product [NH2:1][C:4]1[CH:12]=[CH:11][CH:10]=[CH:9][C:5]=1[C:6]([OH:8])=[O:7], predict the reactants needed to synthesize it. The reactants are: [N+:1]([C:4]1[CH:12]=[CH:11][CH:10]=[CH:9][C:5]=1[C:6]([OH:8])=[O:7])([O-])=O. (2) Given the product [CH3:35][NH:36][CH2:33][CH2:32][N:29]1[C:9]2[N:10]=[C:11]([C:13]3[CH:18]=[CH:17][C:16]([NH:19][C:20]([NH:22][C:23]4[CH:28]=[CH:27][N:26]=[CH:25][CH:24]=4)=[O:21])=[CH:15][CH:14]=3)[N:12]=[C:7]([N:1]3[CH2:2][CH2:3][O:4][CH2:5][CH2:6]3)[C:8]=2[CH:31]=[CH:30]1, predict the reactants needed to synthesize it. The reactants are: [N:1]1([C:7]2[C:8]3[CH:31]=[CH:30][N:29]([CH2:32][CH:33]=O)[C:9]=3[N:10]=[C:11]([C:13]3[CH:18]=[CH:17][C:16]([NH:19][C:20]([NH:22][C:23]4[CH:28]=[CH:27][N:26]=[CH:25][CH:24]=4)=[O:21])=[CH:15][CH:14]=3)[N:12]=2)[CH2:6][CH2:5][O:4][CH2:3][CH2:2]1.[CH3:35][NH2:36]. (3) Given the product [CH3:1][O:2][C:3]1[CH:8]=[CH:7][C:6]([N:9]2[C:10]([OH:20])=[C:11]3[C:12]([CH:13]=[CH:14][CH:15]=[CH:16]3)=[N:17]2)=[CH:5][CH:4]=1, predict the reactants needed to synthesize it. The reactants are: [CH3:1][O:2][C:3]1[CH:8]=[CH:7][C:6]([NH:9][C:10](=[O:20])[C:11]2[CH:16]=[CH:15][CH:14]=[CH:13][C:12]=2[N+:17]([O-])=O)=[CH:5][CH:4]=1.[OH-].[Na+].